Dataset: Forward reaction prediction with 1.9M reactions from USPTO patents (1976-2016). Task: Predict the product of the given reaction. (1) The product is: [CH2:1]([C:5]1=[CH:6][N:7]([C:24]([CH3:26])([CH3:25])[CH3:27])[S:8]/[C:9]/1=[N:10]\[C:11]([C@H:13]1[CH2:17][CH2:16][C@@:15]([CH3:21])([C:18]([N:30]([CH3:31])[CH3:29])=[O:20])[C:14]1([CH3:22])[CH3:23])=[O:12])[CH2:2][CH2:3][CH3:4]. Given the reactants [CH2:1]([C:5]1=[CH:6][N:7]([C:24]([CH3:27])([CH3:26])[CH3:25])[S:8]/[C:9]/1=[N:10]\[C:11]([C@H:13]1[CH2:17][CH2:16][C@@:15]([CH3:21])([C:18]([OH:20])=O)[C:14]1([CH3:23])[CH3:22])=[O:12])[CH2:2][CH2:3][CH3:4].Cl.[CH3:29][NH:30][CH3:31], predict the reaction product. (2) Given the reactants [CH3:1][N:2]1[CH:6]=[C:5]([N:7]2[CH:12]=[CH:11][C:10](=[O:13])[C:9]([CH2:14][O:15][C:16]3[CH:17]=[C:18]4[C:23](=[CH:24][CH:25]=3)[N:22]=[CH:21][C:20]([O:26]COCC[Si](C)(C)C)=[CH:19]4)=[N:8]2)[CH:4]=[N:3]1.[ClH:35], predict the reaction product. The product is: [Cl-:35].[OH:26][C:20]1[CH:21]=[NH+:22][C:23]2[C:18]([CH:19]=1)=[CH:17][C:16]([O:15][CH2:14][C:9]1[C:10](=[O:13])[CH:11]=[CH:12][N:7]([C:5]3[CH:4]=[N:3][N:2]([CH3:1])[CH:6]=3)[N:8]=1)=[CH:25][CH:24]=2. (3) Given the reactants [CH:1]1([NH:6][C:7]2[C:12]([C:13]([OH:15])=O)=[CH:11][N:10]=[C:9]3[N:16]([CH2:19][CH3:20])[N:17]=[CH:18][C:8]=23)[CH2:5][CH2:4][CH2:3][CH2:2]1.C(Cl)CCl.C1C=CC2N(O)N=NC=2C=1.[C:35]([NH:40][NH2:41])(=[O:39])[CH:36]([CH3:38])[CH3:37], predict the reaction product. The product is: [CH:1]1([NH:6][C:7]2[C:12]([C:13]([NH:41][NH:40][C:35](=[O:39])[CH:36]([CH3:38])[CH3:37])=[O:15])=[CH:11][N:10]=[C:9]3[N:16]([CH2:19][CH3:20])[N:17]=[CH:18][C:8]=23)[CH2:2][CH2:3][CH2:4][CH2:5]1. (4) Given the reactants Br[C:2]1[CH:11]=[C:10]2[C:5]([N:6]=[CH:7][CH:8]=[N:9]2)=[C:4]([C:12]([NH:14][CH2:15][C:16]([O:18][CH2:19][CH3:20])=[O:17])=[O:13])[C:3]=1[OH:21].C([Sn](CCCC)(CCCC)[C:27]1[S:28][C:29]2[CH:35]=[CH:34][CH:33]=[CH:32][C:30]=2[N:31]=1)CCC, predict the reaction product. The product is: [S:28]1[C:29]2[CH:35]=[CH:34][CH:33]=[CH:32][C:30]=2[N:31]=[C:27]1[C:2]1[CH:11]=[C:10]2[C:5]([N:6]=[CH:7][CH:8]=[N:9]2)=[C:4]([C:12]([NH:14][CH2:15][C:16]([O:18][CH2:19][CH3:20])=[O:17])=[O:13])[C:3]=1[OH:21]. (5) Given the reactants [NH:1]1[CH:5]=[CH:4][N:3]=[C:2]1[CH:6]=O.[CH3:8][O:9][CH2:10][CH2:11][NH2:12].[C:13]1(=[O:24])[O:19][C:17](=O)[C:16]2=[CH:20][CH:21]=[CH:22][CH:23]=[C:15]2[CH2:14]1.[CH3:25][O:26][C:27]1[CH:28]=[C:29]([CH:31]=[CH:32][CH:33]=1)[NH2:30], predict the reaction product. The product is: [NH:3]1[CH:4]=[CH:5][N:1]=[C:2]1[CH:6]1[CH:14]([C:13]([NH:30][C:29]2[CH:31]=[CH:32][CH:33]=[C:27]([O:26][CH3:25])[CH:28]=2)=[O:24])[C:15]2[C:16](=[CH:20][CH:21]=[CH:22][CH:23]=2)[C:17](=[O:19])[N:12]1[CH2:11][CH2:10][O:9][CH3:8]. (6) Given the reactants [F:1][C:2]([F:27])([F:26])[CH2:3][N:4]1[C:8]2[N:9]=[C:10]([C:19]3[CH:25]=[CH:24][C:22]([NH2:23])=[CH:21][CH:20]=3)[N:11]=[C:12]([N:13]3[CH2:18][CH2:17][O:16][CH2:15][CH2:14]3)[C:7]=2[CH:6]=[CH:5]1.ClC(Cl)(O[C:32](=[O:38])[O:33][C:34](Cl)(Cl)Cl)Cl.C(O)[CH2:41][OH:42], predict the reaction product. The product is: [OH:42][CH2:41][CH2:34][O:33][C:32](=[O:38])[NH:23][C:22]1[CH:24]=[CH:25][C:19]([C:10]2[N:11]=[C:12]([N:13]3[CH2:18][CH2:17][O:16][CH2:15][CH2:14]3)[C:7]3[CH:6]=[CH:5][N:4]([CH2:3][C:2]([F:26])([F:1])[F:27])[C:8]=3[N:9]=2)=[CH:20][CH:21]=1. (7) Given the reactants [Br:1][C:2]1[CH:3]=[CH:4][C:5]([O:8][C:9]2[CH:14]=[CH:13][CH:12]=[C:11]([CH2:15]Cl)[CH:10]=2)=[N:6][CH:7]=1.[CH2:17]([O:19][P:20]([O:24]CC)[O:21][CH2:22][CH3:23])[CH3:18], predict the reaction product. The product is: [Br:1][C:2]1[CH:3]=[CH:4][C:5]([O:8][C:9]2[CH:10]=[C:11]([CH:12]=[CH:13][CH:14]=2)[CH2:15][P:20](=[O:24])([O:21][CH2:22][CH3:23])[O:19][CH2:17][CH3:18])=[N:6][CH:7]=1.